Dataset: Catalyst prediction with 721,799 reactions and 888 catalyst types from USPTO. Task: Predict which catalyst facilitates the given reaction. (1) Reactant: [F:1][C:2]1[CH:7]=[CH:6][C:5]([C:8]2[CH:17]=[C:16]([O:18]C)[C:15]3[N:14]=[CH:13][N:12](COCC[Si](C)(C)C)[C:11](=[O:28])[C:10]=3[C:9]=2[C:29]#[N:30])=[CH:4][CH:3]=1.B(Br)(Br)Br. Product: [F:1][C:2]1[CH:3]=[CH:4][C:5]([C:8]2[CH:17]=[C:16]([OH:18])[C:15]3[N:14]=[CH:13][NH:12][C:11](=[O:28])[C:10]=3[C:9]=2[C:29]#[N:30])=[CH:6][CH:7]=1. The catalyst class is: 4. (2) Reactant: [Cl:1][C:2]1[CH:3]=[C:4]2[C:8](=[CH:9][CH:10]=1)[NH:7][C:6]([C:11]([NH:13][NH2:14])=[O:12])=[CH:5]2.C(N(CC)CC)C.[C:22](Cl)(=[O:29])[C:23]1[CH:28]=[CH:27][CH:26]=[CH:25][CH:24]=1.C(OCC)(=O)C. Product: [Cl:1][C:2]1[CH:3]=[C:4]2[C:8](=[CH:9][CH:10]=1)[NH:7][C:6]([C:11]([NH:13][NH:14][C:22](=[O:29])[C:23]1[CH:28]=[CH:27][CH:26]=[CH:25][CH:24]=1)=[O:12])=[CH:5]2. The catalyst class is: 1. (3) Product: [C:1]1([C:7]2[N:11]=[CH:10][NH:9][N:8]=2)[CH:2]=[CH:3][CH:4]=[CH:5][CH:6]=1. The catalyst class is: 319. Reactant: [C:1]1([C:7]2[N:11]=[C:10](S)[NH:9][N:8]=2)[CH:6]=[CH:5][CH:4]=[CH:3][CH:2]=1. (4) Reactant: [OH:1][CH:2]([CH3:17])[CH2:3][CH2:4][CH2:5][O:6][S:7]([C:10]1[CH:15]=[CH:14][C:13]([CH3:16])=[CH:12][CH:11]=1)(=[O:9])=[O:8].CCN(CC)CC.[C:25](OC(=O)C)(=[O:27])[CH3:26]. Product: [CH3:17][CH:2]([O:1][C:25](=[O:27])[CH3:26])[CH2:3][CH2:4][CH2:5][O:6][S:7]([C:10]1[CH:11]=[CH:12][C:13]([CH3:16])=[CH:14][CH:15]=1)(=[O:9])=[O:8]. The catalyst class is: 2.